From a dataset of Catalyst prediction with 721,799 reactions and 888 catalyst types from USPTO. Predict which catalyst facilitates the given reaction. (1) Reactant: [F:1][C:2]1[CH:7]=[CH:6][C:5]([C:8]([F:11])([F:10])[F:9])=[CH:4][C:3]=1[S:12](Cl)(=[O:14])=[O:13].[NH:16]([CH2:19][CH3:20])[CH2:17][CH3:18]. Product: [CH2:17]([N:16]([CH2:19][CH3:20])[S:12]([C:3]1[CH:4]=[C:5]([C:8]([F:11])([F:10])[F:9])[CH:6]=[CH:7][C:2]=1[F:1])(=[O:14])=[O:13])[CH3:18]. The catalyst class is: 2. (2) Reactant: Br[C:2]1[C:10]2[C:9]([NH:11][C@H:12]([C:14]3[N:19]([C:20]4[CH:25]=[CH:24][CH:23]=[CH:22][CH:21]=4)[C:18](=[O:26])[C:17]4=[C:27]([CH3:30])[CH:28]=[CH:29][N:16]4[N:15]=3)[CH3:13])=[N:8][CH:7]=[N:6][C:5]=2[N:4]([CH2:31][O:32][CH2:33][CH2:34][Si:35]([CH3:38])([CH3:37])[CH3:36])[CH:3]=1.[CH3:39][NH:40][S:41]([C:44]1[CH:45]=[C:46](B(O)O)[CH:47]=[CH:48][CH:49]=1)(=[O:43])=[O:42].C(=O)([O-])[O-].[Na+].[Na+]. Product: [CH3:39][NH:40][S:41]([C:44]1[CH:49]=[CH:48][CH:47]=[C:46]([C:2]2[C:10]3[C:9]([NH:11][C@H:12]([C:14]4[N:19]([C:20]5[CH:25]=[CH:24][CH:23]=[CH:22][CH:21]=5)[C:18](=[O:26])[C:17]5=[C:27]([CH3:30])[CH:28]=[CH:29][N:16]5[N:15]=4)[CH3:13])=[N:8][CH:7]=[N:6][C:5]=3[N:4]([CH2:31][O:32][CH2:33][CH2:34][Si:35]([CH3:38])([CH3:37])[CH3:36])[CH:3]=2)[CH:45]=1)(=[O:42])=[O:43]. The catalyst class is: 149. (3) Reactant: [CH3:1][C:2]([CH2:10][CH2:11][CH2:12][CH:13]([CH3:25])[CH2:14][CH2:15][CH2:16][CH:17]([CH3:24])[CH2:18][CH2:19][CH2:20][CH:21]([CH3:23])[CH3:22])=[CH:3][CH2:4][CH2:5][C:6]([O:8][CH3:9])=[O:7].[OH:26][CH2:27][C:28](CO)([CH2:31][OH:32])[CH2:29][OH:30].C(=O)([O-])[O-].[K+].[K+].C(O)=O. Product: [CH3:1][C:2]([CH2:10][CH2:11][CH2:12][CH:13]([CH3:25])[CH2:14][CH2:15][CH2:16][CH:17]([CH3:24])[CH2:18][CH2:19][CH2:20][CH:21]([CH3:23])[CH3:22])=[CH:3][CH2:4][CH2:5][C:6]([O:8][CH2:9][C:28]([CH2:31][OH:32])([CH2:29][OH:30])[CH2:27][OH:26])=[O:7]. The catalyst class is: 9. (4) Reactant: [CH3:1][O:2][C:3]1[N:4]=[C:5]2[C:10](=[CH:11][CH:12]=1)[N:9]=[CH:8][CH:7]=[C:6]2[NH:13][C:14]([C@@H:16]1[CH2:21][CH2:20][C:19](=O)[CH2:18][N:17]1[C:23]([O:25][C:26]([CH3:29])([CH3:28])[CH3:27])=[O:24])=[O:15].[O:30]1[C:35]2[CH:36]=[CH:37][C:38]([CH2:40][NH2:41])=[CH:39][C:34]=2[O:33][CH2:32][CH2:31]1.C([BH3-])#N.[Na+]. Product: [O:30]1[C:35]2[CH:36]=[CH:37][C:38]([CH2:40][NH:41][C@@H:19]3[CH2:18][N:17]([C:23]([O:25][C:26]([CH3:27])([CH3:28])[CH3:29])=[O:24])[C@H:16]([C:14]([NH:13][C:6]4[C:5]5[C:10](=[CH:11][CH:12]=[C:3]([O:2][CH3:1])[N:4]=5)[N:9]=[CH:8][CH:7]=4)=[O:15])[CH2:21][CH2:20]3)=[CH:39][C:34]=2[O:33][CH2:32][CH2:31]1. The catalyst class is: 68. (5) Reactant: [Li+].[OH-].[C:3]([C:5]1[CH:6]=[C:7]([C:15]2[S:19][C:18]([C:20]3[CH:25]=[CH:24][C:23]([CH2:26][CH2:27][C:28]([O:30]CC)=[O:29])=[CH:22][C:21]=3[CH3:33])=[N:17][CH:16]=2)[CH:8]=[CH:9][C:10]=1[O:11][CH:12]([CH3:14])[CH3:13])#[N:4].Cl. Product: [C:3]([C:5]1[CH:6]=[C:7]([C:15]2[S:19][C:18]([C:20]3[CH:25]=[CH:24][C:23]([CH2:26][CH2:27][C:28]([OH:30])=[O:29])=[CH:22][C:21]=3[CH3:33])=[N:17][CH:16]=2)[CH:8]=[CH:9][C:10]=1[O:11][CH:12]([CH3:14])[CH3:13])#[N:4]. The catalyst class is: 90. (6) Reactant: [CH3:1][CH:2]([CH2:15][CH2:16][CH2:17][CH:18]([CH3:25])[CH2:19][CH2:20][CH2:21][CH:22]([CH3:24])[CH3:23])[CH2:3][CH2:4][CH2:5][CH2:6][O:7][CH2:8][C@@H:9]([C@@H:11]([CH2:13][OH:14])[OH:12])[OH:10]. Product: [CH3:1][CH:2]([CH2:15][CH2:16][CH2:17][CH:18]([CH3:25])[CH2:19][CH2:20][CH2:21][CH:22]([CH3:24])[CH3:23])[CH2:3][CH2:4][CH2:5][CH2:6][O:7][CH2:8][C@@H:9]([C@@H:11]([CH2:13][OH:14])[OH:12])[OH:10].[OH2:7]. The catalyst class is: 6. (7) Reactant: C([O:3][C:4](=[O:35])[C:5]([S:8][C:9]1[CH:14]=[CH:13][C:12]([NH:15][CH2:16][CH2:17][CH2:18][N:19]2[C:24](=[O:25])[C:23]3[N:26]([CH3:32])[N:27]=[C:28]([CH2:29][CH2:30][CH3:31])[C:22]=3[N:21]=[C:20]2[CH2:33][CH3:34])=[CH:11][CH:10]=1)([CH3:7])[CH3:6])C.C(=O)([O-])[O-].[Na+].[Na+]. Product: [CH2:33]([C:20]1[N:19]([CH2:18][CH2:17][CH2:16][NH:15][C:12]2[CH:13]=[CH:14][C:9]([S:8][C:5]([CH3:7])([CH3:6])[C:4]([OH:35])=[O:3])=[CH:10][CH:11]=2)[C:24](=[O:25])[C:23]2[N:26]([CH3:32])[N:27]=[C:28]([CH2:29][CH2:30][CH3:31])[C:22]=2[N:21]=1)[CH3:34]. The catalyst class is: 5. (8) Reactant: [Br:1][C:2]1[CH:3]=[C:4]([S:9]([N:12]([CH3:14])[CH3:13])(=[O:11])=[O:10])[CH:5]=[N:6][C:7]=1Cl.[C:15]([O:23][CH2:24][CH3:25])(=[O:22])[CH2:16][C:17]([O:19][CH2:20][CH3:21])=[O:18].[H-].[Na+]. Product: [Br:1][C:2]1[C:7]([CH:16]([C:17]([O:19][CH2:20][CH3:21])=[O:18])[C:15]([O:23][CH2:24][CH3:25])=[O:22])=[N:6][CH:5]=[C:4]([S:9]([N:12]([CH3:14])[CH3:13])(=[O:11])=[O:10])[CH:3]=1. The catalyst class is: 1. (9) Reactant: [CH2:1](I)[CH3:2].C(=O)([O-])[O-].[K+].[K+].[CH2:10]([O:17][CH:18]1[CH2:21][C:20]2([CH2:25][C:24]([C:26]3[CH:31]=[N:30][C:29]4[NH:32][N:33]=[CH:34][C:28]=4[C:27]=3[NH:35][CH:36]3[CH2:41][CH2:40][O:39][CH2:38][CH2:37]3)=[N:23][O:22]2)[CH2:19]1)[C:11]1[CH:16]=[CH:15][CH:14]=[CH:13][CH:12]=1. The catalyst class is: 35. Product: [CH2:10]([O:17][CH:18]1[CH2:21][C:20]2([CH2:25][C:24]([C:26]3[CH:31]=[N:30][C:29]4[N:32]([CH2:1][CH3:2])[N:33]=[CH:34][C:28]=4[C:27]=3[NH:35][CH:36]3[CH2:41][CH2:40][O:39][CH2:38][CH2:37]3)=[N:23][O:22]2)[CH2:19]1)[C:11]1[CH:12]=[CH:13][CH:14]=[CH:15][CH:16]=1. (10) Reactant: [CH3:1][Mg]I.[C:4]([O:8][C:9]([N:11]1[CH2:15][CH2:14][CH:13]([CH:16]=[O:17])[CH2:12]1)=[O:10])([CH3:7])([CH3:6])[CH3:5]. Product: [C:4]([O:8][C:9]([N:11]1[CH2:15][CH2:14][CH:13]([CH:16]([OH:17])[CH3:1])[CH2:12]1)=[O:10])([CH3:7])([CH3:6])[CH3:5]. The catalyst class is: 7.